This data is from Peptide-MHC class I binding affinity with 185,985 pairs from IEDB/IMGT. The task is: Regression. Given a peptide amino acid sequence and an MHC pseudo amino acid sequence, predict their binding affinity value. This is MHC class I binding data. (1) The peptide sequence is SEVAVLYQDV. The MHC is HLA-B44:02 with pseudo-sequence HLA-B44:02. The binding affinity (normalized) is 0.351. (2) The binding affinity (normalized) is 0.533. The MHC is HLA-A03:01 with pseudo-sequence HLA-A03:01. The peptide sequence is RCLKPVILK. (3) The peptide sequence is KLMPGSIYV. The MHC is HLA-A02:01 with pseudo-sequence HLA-A02:01. The binding affinity (normalized) is 0.824. (4) The peptide sequence is AVFPRYHPR. The binding affinity (normalized) is 0.0847. The MHC is HLA-B35:01 with pseudo-sequence HLA-B35:01. (5) The peptide sequence is ISNQEPLKL. The MHC is HLA-B15:01 with pseudo-sequence HLA-B15:01. The binding affinity (normalized) is 0.0847. (6) The peptide sequence is FETSIKPCVKL. The MHC is H-2-Kk with pseudo-sequence H-2-Kk. The binding affinity (normalized) is 0.355. (7) The peptide sequence is VLMTHFFSV. The MHC is HLA-A02:01 with pseudo-sequence HLA-A02:01. The binding affinity (normalized) is 0.942. (8) The peptide sequence is STTASAKVDM. The MHC is Mamu-A02 with pseudo-sequence Mamu-A02. The binding affinity (normalized) is 0.455. (9) The binding affinity (normalized) is 0.0847. The MHC is HLA-A69:01 with pseudo-sequence HLA-A69:01. The peptide sequence is KMGKAGYVT. (10) The binding affinity (normalized) is 0.181. The MHC is HLA-A02:06 with pseudo-sequence HLA-A02:06. The peptide sequence is IAMESIVIW.